Dataset: Reaction yield outcomes from USPTO patents with 853,638 reactions. Task: Predict the reaction yield, written as a fraction of the theoretical maximum amount of product (1.0 means a 100% yield; for example, 0.34 means a 34% yield). The reactants are Br[C:2]1[CH:3]=[C:4]([N:18]2[CH2:23][CH2:22][O:21][CH2:20][CH2:19]2)[C:5]([O:8][CH2:9][CH2:10][O:11][CH:12]2[CH2:17][CH2:16][CH2:15][CH2:14][O:13]2)=[N:6][CH:7]=1.[CH3:24][C:25]1[CH:31]=[CH:30][C:28]([NH2:29])=[CH:27][C:26]=1B1OC(C)(C)C(C)(C)O1.C(Cl)Cl.C(=O)([O-])[O-].[Na+].[Na+]. The catalyst is O1CCOCC1.C1C=CC(P(C2C=CC=CC=2)[C-]2C=CC=C2)=CC=1.C1C=CC(P(C2C=CC=CC=2)[C-]2C=CC=C2)=CC=1.Cl[Pd]Cl.[Fe+2]. The product is [CH3:24][C:25]1[CH:31]=[CH:30][C:28]([NH2:29])=[CH:27][C:26]=1[C:2]1[CH:7]=[N:6][C:5]([O:8][CH2:9][CH2:10][O:11][CH:12]2[CH2:17][CH2:16][CH2:15][CH2:14][O:13]2)=[C:4]([N:18]2[CH2:23][CH2:22][O:21][CH2:20][CH2:19]2)[CH:3]=1. The yield is 0.640.